This data is from Full USPTO retrosynthesis dataset with 1.9M reactions from patents (1976-2016). The task is: Predict the reactants needed to synthesize the given product. (1) The reactants are: [Br:1][C:2]1[CH:3]=[C:4]([OH:8])[CH:5]=[N:6][CH:7]=1.F[C:10]1[CH:15]=[CH:14][C:13]([S:16]([N:19]2[CH2:23][CH2:22][CH2:21][CH2:20]2)(=[O:18])=[O:17])=[CH:12][CH:11]=1.C(=O)([O-])[O-].[K+].[K+]. Given the product [Br:1][C:2]1[CH:7]=[N:6][CH:5]=[C:4]([O:8][C:10]2[CH:15]=[CH:14][C:13]([S:16]([N:19]3[CH2:20][CH2:21][CH2:22][CH2:23]3)(=[O:18])=[O:17])=[CH:12][CH:11]=2)[CH:3]=1, predict the reactants needed to synthesize it. (2) Given the product [CH3:1][S:2]([C:5]1[CH:6]=[CH:7][C:8]([O:14][CH:15]([CH3:20])[C:16]([F:19])([F:18])[F:17])=[C:9]([C:10]([N:33]2[CH2:34][CH2:35][N:30]([C:28]3[S:29][C:25]([CH2:24][C:23]([F:37])([F:22])[F:36])=[CH:26][N:27]=3)[CH2:31][CH2:32]2)=[O:12])[CH:13]=1)(=[O:3])=[O:4], predict the reactants needed to synthesize it. The reactants are: [CH3:1][S:2]([C:5]1[CH:6]=[CH:7][C:8]([O:14][CH:15]([CH3:20])[C:16]([F:19])([F:18])[F:17])=[C:9]([CH:13]=1)[C:10]([OH:12])=O)(=[O:4])=[O:3].Cl.[F:22][C:23]([F:37])([F:36])[CH2:24][C:25]1[S:29][C:28]([N:30]2[CH2:35][CH2:34][NH:33][CH2:32][CH2:31]2)=[N:27][CH:26]=1. (3) Given the product [CH:1]1([C:4]#[C:5][C:6]2[CH:7]=[C:8]3[C:18](=[CH:19][CH:20]=2)[O:17][C:11]2([CH2:16][CH2:15][CH2:14][O:13][CH2:12]2)[CH2:10][C:9]3=[N:28][C:27]#[N:26])[CH2:3][CH2:2]1, predict the reactants needed to synthesize it. The reactants are: [CH:1]1([C:4]#[C:5][C:6]2[CH:7]=[C:8]3[C:18](=[CH:19][CH:20]=2)[O:17][C:11]2([CH2:16][CH2:15][CH2:14][O:13][CH2:12]2)[CH2:10][C:9]3=O)[CH2:3][CH2:2]1.C[Si]([N:26]=[C:27]=[N:28][Si](C)(C)C)(C)C. (4) Given the product [CH3:6][N:7]1[CH:11]=[CH:10][N:9]=[C:8]1[N:12]([C:21]([O:23][C:24]([CH3:27])([CH3:26])[CH3:25])=[O:22])[NH:13][C:14]([O:16][C:17]([CH3:18])([CH3:19])[CH3:20])=[O:15], predict the reactants needed to synthesize it. The reactants are: C([Li])CCC.[CH3:6][N:7]1[CH:11]=[CH:10][N:9]=[CH:8]1.[N:12]([C:21]([O:23][C:24]([CH3:27])([CH3:26])[CH3:25])=[O:22])=[N:13][C:14]([O:16][C:17]([CH3:20])([CH3:19])[CH3:18])=[O:15].O. (5) The reactants are: Br[C:2]1[CH:7]=[CH:6][C:5]([NH:8][C:9](=[O:17])[C:10]2[CH:15]=[CH:14][CH:13]=[CH:12][C:11]=2[CH3:16])=[CH:4][C:3]=1[CH3:18].[Cl:19][C:20]1[CH:21]=[CH:22][C:23]2[NH:29][CH2:28][CH2:27][CH2:26][C:25](=[O:30])[C:24]=2[CH:31]=1.C1(P(C2C=CC=CC=2)C2C=CC=CC=2)C=CC=CC=1.[C]=O.[OH-].[Na+].[C:55](OCC)(=[O:57])C. Given the product [Cl:19][C:20]1[CH:21]=[CH:22][C:23]2[N:29]([C:55](=[O:57])[C:2]3[CH:7]=[CH:6][C:5]([NH:8][C:9](=[O:17])[C:10]4[CH:15]=[CH:14][CH:13]=[CH:12][C:11]=4[CH3:16])=[CH:4][C:3]=3[CH3:18])[CH2:28][CH2:27][CH2:26][C:25](=[O:30])[C:24]=2[CH:31]=1, predict the reactants needed to synthesize it.